From a dataset of CYP2D6 inhibition data for predicting drug metabolism from PubChem BioAssay. Regression/Classification. Given a drug SMILES string, predict its absorption, distribution, metabolism, or excretion properties. Task type varies by dataset: regression for continuous measurements (e.g., permeability, clearance, half-life) or binary classification for categorical outcomes (e.g., BBB penetration, CYP inhibition). Dataset: cyp2d6_veith. (1) The compound is Clc1ccccc1-c1ccc2ncnc(N3CCNCC3)c2c1. The result is 0 (non-inhibitor). (2) The compound is CN(C(=O)c1ccc(Cl)c(Cl)c1)[C@H]1CCCC[C@@H]1N1CCCC1. The result is 1 (inhibitor). (3) The drug is O=C(NCc1ccccc1)C12CN(Cc3ccccc3)CC1C(c1cccc([N+](=O)[O-])c1)=NO2. The result is 1 (inhibitor). (4) The molecule is Cn1cccc1C(=O)N1CCC[C@@]2(CCN(C(=O)Nc3cccc(F)c3)C2)C1. The result is 0 (non-inhibitor).